This data is from Reaction yield outcomes from USPTO patents with 853,638 reactions. The task is: Predict the reaction yield, written as a fraction of the theoretical maximum amount of product (1.0 means a 100% yield; for example, 0.34 means a 34% yield). (1) The reactants are C([O:3][C:4](=[O:18])[C:5]([CH3:17])([S:7]([CH2:10][CH2:11][CH2:12][C:13](F)(F)F)(=[O:9])=[O:8])[CH3:6])C.[CH3:19][Si](C)(C)[O-].[K+].Cl. The catalyst is C1COCC1. The product is [CH3:17][C:5]([S:7]([CH2:10][CH2:11][CH:12]([CH3:13])[CH3:19])(=[O:8])=[O:9])([CH3:6])[C:4]([OH:3])=[O:18]. The yield is 0.930. (2) The product is [NH2:8][C:7]1[CH2:6][CH2:5][CH2:4][CH2:3][C:2]=1[C:1]#[N:9]. The catalyst is O. The yield is 0.750. The reactants are [C:1](#[N:9])[CH2:2][CH2:3][CH2:4][CH2:5][CH2:6][C:7]#[N:8].CC([O-])(C)C.[K+]. (3) The reactants are Br[C:2]1[C:3]([N:21]2[CH2:26][CH2:25][C:24]([CH3:28])([CH3:27])[CH2:23][CH2:22]2)=[C:4]([C@H:10]([O:16][C:17]([CH3:20])([CH3:19])[CH3:18])[C:11]([O:13][CH2:14][CH3:15])=[O:12])[C:5]([CH3:9])=[N:6][C:7]=1[CH3:8].[CH2:29]([O:36][C:37]1[N:42]=[CH:41][C:40](B(O)O)=[CH:39][CH:38]=1)[C:30]1[CH:35]=[CH:34][CH:33]=[CH:32][CH:31]=1.C([O-])([O-])=O.[Na+].[Na+]. The catalyst is CN(C=O)C.C1C=CC([P]([Pd]([P](C2C=CC=CC=2)(C2C=CC=CC=2)C2C=CC=CC=2)([P](C2C=CC=CC=2)(C2C=CC=CC=2)C2C=CC=CC=2)[P](C2C=CC=CC=2)(C2C=CC=CC=2)C2C=CC=CC=2)(C2C=CC=CC=2)C2C=CC=CC=2)=CC=1. The product is [CH2:29]([O:36][C:37]1[N:42]=[CH:41][C:40]([C:2]2[C:7]([CH3:8])=[N:6][C:5]([CH3:9])=[C:4]([C@H:10]([O:16][C:17]([CH3:20])([CH3:19])[CH3:18])[C:11]([O:13][CH2:14][CH3:15])=[O:12])[C:3]=2[N:21]2[CH2:26][CH2:25][C:24]([CH3:28])([CH3:27])[CH2:23][CH2:22]2)=[CH:39][CH:38]=1)[C:30]1[CH:31]=[CH:32][CH:33]=[CH:34][CH:35]=1. The yield is 0.235. (4) The reactants are [NH2:1][C:2]1[C:10]2[C:5](=[CH:6][CH:7]=[CH:8][C:9]=2[O:11][CH3:12])[N:4]([CH2:13][C:14]2[CH:15]=[C:16]([CH:20]=[CH:21][CH:22]=2)[C:17]([NH2:19])=[O:18])[N:3]=1.[CH3:23][C:24]1[S:28][C:27]([S:29](Cl)(=[O:31])=[O:30])=[CH:26][CH:25]=1.CS(C)=O. The catalyst is N1C=CC=CC=1. The product is [CH3:12][O:11][C:9]1[CH:8]=[CH:7][CH:6]=[C:5]2[C:10]=1[C:2]([NH:1][S:29]([C:27]1[S:28][C:24]([CH3:23])=[CH:25][CH:26]=1)(=[O:31])=[O:30])=[N:3][N:4]2[CH2:13][C:14]1[CH:15]=[C:16]([CH:20]=[CH:21][CH:22]=1)[C:17]([NH2:19])=[O:18]. The yield is 0.440. (5) The reactants are [CH3:1][O:2][CH2:3][N:4]1[C:12]2[C:7](=[CH:8][CH:9]=[CH:10][C:11]=2[NH2:13])[CH:6]=[C:5]1[C:14]1[S:15][CH:16]=[CH:17][N:18]=1.[S:19]1[CH:23]=[CH:22][CH:21]=[C:20]1[S:24](Cl)(=[O:26])=[O:25]. The catalyst is N1C=CC=CC=1. The product is [CH3:1][O:2][CH2:3][N:4]1[C:12]2[C:7](=[CH:8][CH:9]=[CH:10][C:11]=2[NH:13][S:24]([C:20]2[S:19][CH:23]=[CH:22][CH:21]=2)(=[O:26])=[O:25])[CH:6]=[C:5]1[C:14]1[S:15][CH:16]=[CH:17][N:18]=1. The yield is 0.920. (6) The reactants are C([O:3][C:4]([C:6]1[C:7]([CH:16]([F:18])[F:17])=[N:8][N:9]([CH3:15])[C:10]=1[C:11]([F:14])([F:13])[F:12])=[O:5])C.[OH-].[Na+]. The catalyst is C(O)C. The product is [CH3:15][N:9]1[C:10]([C:11]([F:12])([F:13])[F:14])=[C:6]([C:4]([OH:5])=[O:3])[C:7]([CH:16]([F:18])[F:17])=[N:8]1. The yield is 0.980. (7) The reactants are [CH3:1][O:2][C:3]1[CH:10]=[CH:9][C:6]([CH2:7][Cl:8])=[CH:5][CH:4]=1.[F:11][C:12]1[N:17]=[CH:16][C:15]([CH:18]2[C:22]3[C:23]([CH3:35])=[C:24]([N:29]4[CH2:34][CH2:33][NH:32][CH2:31][CH2:30]4)[C:25]([CH3:28])=[C:26]([CH3:27])[C:21]=3[O:20][C:19]2([CH3:37])[CH3:36])=[CH:14][CH:13]=1.C(=O)([O-])[O-].[K+].[K+].O. The catalyst is CN(C=O)C. The product is [ClH:8].[ClH:8].[F:11][C:12]1[N:17]=[CH:16][C:15]([CH:18]2[C:22]3[C:23]([CH3:35])=[C:24]([N:29]4[CH2:30][CH2:31][N:32]([CH2:7][C:6]5[CH:9]=[CH:10][C:3]([O:2][CH3:1])=[CH:4][CH:5]=5)[CH2:33][CH2:34]4)[C:25]([CH3:28])=[C:26]([CH3:27])[C:21]=3[O:20][C:19]2([CH3:37])[CH3:36])=[CH:14][CH:13]=1. The yield is 0.750. (8) The reactants are [C:1]([NH:5][S:6]([C:9]1[CH:14]=[CH:13][C:12]([N:15]=[CH:16][C:17]2[CH:22]=[CH:21][C:20]([O:23][CH2:24][CH3:25])=[CH:19][CH:18]=2)=[CH:11][CH:10]=1)(=[O:8])=[O:7])([CH3:4])([CH3:3])[CH3:2].C(NS(C1C=C[C:37]([N:40]=[CH:41]C2C=CC(OC)=C(F)C=2)=CC=1)(=O)=O)(C)(C)C. No catalyst specified. The product is [C:1]([NH:5][S:6]([C:9]1[CH:10]=[CH:11][C:12]([N:15]2[C:16]([C:17]3[CH:18]=[CH:19][C:20]([O:23][CH2:24][CH3:25])=[CH:21][CH:22]=3)=[CH:41][N:40]=[CH:37]2)=[CH:13][CH:14]=1)(=[O:8])=[O:7])([CH3:4])([CH3:3])[CH3:2]. The yield is 0.770. (9) The yield is 0.940. The catalyst is C1COCC1. The reactants are [Br:1][C:2]1[CH:10]=[C:9]2[C:5]([CH2:6][C:7]3([CH2:16][CH2:15][CH:14]([OH:17])[CH2:13][CH2:12]3)[C:8]2=[O:11])=[CH:4][CH:3]=1.[CH3:18]C(C)([O-])C.[K+].CI.O. The product is [Br:1][C:2]1[CH:10]=[C:9]2[C:5]([CH2:6][C:7]3([CH2:16][CH2:15][CH:14]([O:17][CH3:18])[CH2:13][CH2:12]3)[C:8]2=[O:11])=[CH:4][CH:3]=1. (10) The reactants are [CH3:1][C@:2]12[CH2:19][CH2:18][C@H:17]3[C@@H:7]([CH2:8][CH2:9][C@@H:10]4[C@:15]3([CH3:16])[CH2:14][CH2:13][C@H:12](O)[CH2:11]4)[C@@H:6]1[CH2:5][CH2:4][CH2:3]2.C1C=CC(P(C2C=CC=CC=2)C2C=CC=CC=2)=CC=1.CC(OC(/N=N/C(OC(C)C)=O)=O)C.P([N:70]=[N+:71]=[N-:72])(OC1C=CC=CC=1)(OC1C=CC=CC=1)=O. The catalyst is C1COCC1. The product is [N:70]([C@@H:12]1[CH2:11][CH2:10][C@@:15]2([CH3:16])[C@@H:14]([CH2:9][CH2:8][C@@H:7]3[C@@H:17]2[CH2:18][CH2:19][C@@:2]2([CH3:1])[C@H:6]3[CH2:5][CH2:4][CH2:3]2)[CH2:13]1)=[N+:71]=[N-:72]. The yield is 0.740.